This data is from Full USPTO retrosynthesis dataset with 1.9M reactions from patents (1976-2016). The task is: Predict the reactants needed to synthesize the given product. (1) Given the product [O:14]=[C:3]([NH:1][NH:2][C:26](=[O:27])[C:25]([F:36])([F:35])[F:24])[C@H:4]([NH:6][C:7](=[O:13])[O:8][C:9]([CH3:10])([CH3:12])[CH3:11])[CH3:5], predict the reactants needed to synthesize it. The reactants are: [NH:1]([C:3](=[O:14])[C@H:4]([NH:6][C:7](=[O:13])[O:8][C:9]([CH3:12])([CH3:11])[CH3:10])[CH3:5])[NH2:2].CCN(C(C)C)C(C)C.[F:24][C:25]([F:36])([F:35])[C:26](O[C:26](=[O:27])[C:25]([F:36])([F:35])[F:24])=[O:27]. (2) Given the product [Cl:8][C:5]1[N:6]=[CH:7][C:2]([B:17]([OH:18])[OH:16])=[CH:3][C:4]=1[NH:9][S:10]([CH3:13])(=[O:12])=[O:11], predict the reactants needed to synthesize it. The reactants are: Br[C:2]1[CH:3]=[C:4]([NH:9][S:10]([CH3:13])(=[O:12])=[O:11])[C:5]([Cl:8])=[N:6][CH:7]=1.CC1(C)C(C)(C)[O:18][B:17](B2OC(C)(C)C(C)(C)O2)[O:16]1.C([O-])(=O)C.[K+].